From a dataset of Catalyst prediction with 721,799 reactions and 888 catalyst types from USPTO. Predict which catalyst facilitates the given reaction. (1) Reactant: [CH3:1][O:2][C:3](=[O:12])[C:4]1[CH:9]=[CH:8][C:7]([OH:10])=[CH:6][C:5]=1[OH:11].Br[CH2:14][CH2:15][CH2:16][O:17][N:18]1[C:26](=[O:27])[C:25]2[C:20](=[CH:21][CH:22]=[CH:23][CH:24]=2)[C:19]1=[O:28].C(=O)([O-])[O-].[Cs+].[Cs+]. Product: [CH3:1][O:2][C:3](=[O:12])[C:4]1[CH:9]=[CH:8][C:7]([O:10][CH2:14][CH2:15][CH2:16][O:17][N:18]2[C:26](=[O:27])[C:25]3[C:20](=[CH:21][CH:22]=[CH:23][CH:24]=3)[C:19]2=[O:28])=[CH:6][C:5]=1[OH:11]. The catalyst class is: 21. (2) Reactant: [Cl:1][C:2]1[CH:3]=[C:4]2[C:8](=[CH:9][CH:10]=1)[N:7]([S:11]([C:14]1[CH:19]=[CH:18][CH:17]=[CH:16][CH:15]=1)(=[O:13])=[O:12])[C:6]([C:20]([O:22][CH2:23][CH3:24])=[O:21])=[C:5]2[S:25]([OH:28])(=O)=[O:26].C(Cl)(=O)C([Cl:32])=O.CN(C)C=O. Product: [Cl:1][C:2]1[CH:3]=[C:4]2[C:8](=[CH:9][CH:10]=1)[N:7]([S:11]([C:14]1[CH:19]=[CH:18][CH:17]=[CH:16][CH:15]=1)(=[O:13])=[O:12])[C:6]([C:20]([O:22][CH2:23][CH3:24])=[O:21])=[C:5]2[S:25]([Cl:32])(=[O:28])=[O:26]. The catalyst class is: 4.